Dataset: Reaction yield outcomes from USPTO patents with 853,638 reactions. Task: Predict the reaction yield, written as a fraction of the theoretical maximum amount of product (1.0 means a 100% yield; for example, 0.34 means a 34% yield). (1) The reactants are [CH:1]1([N:4]2[CH2:9][CH2:8][N:7]([C:10]3[O:11][C:12]4[CH:18]=[CH:17][C:16]([CH:19]=O)=[CH:15][C:13]=4[N:14]=3)[CH2:6][CH2:5]2)[CH2:3][CH2:2]1.Cl.[CH3:22][NH:23][CH3:24].C(O)(=O)C.[BH3-]C#N.[Na+]. The catalyst is CO.C1COCC1. The product is [CH:1]1([N:4]2[CH2:9][CH2:8][N:7]([C:10]3[O:11][C:12]4[CH:18]=[CH:17][C:16]([CH2:19][N:23]([CH3:24])[CH3:22])=[CH:15][C:13]=4[N:14]=3)[CH2:6][CH2:5]2)[CH2:3][CH2:2]1. The yield is 0.600. (2) The reactants are [C:1]([CH:3]([CH2:9][CH3:10])[C:4](OCC)=[O:5])#[N:2].[C:11]1([NH:17][NH2:18])[CH:16]=[CH:15][CH:14]=[CH:13][CH:12]=1.O1CCOCC1.CC[O-].[Na+]. The catalyst is CCO. The product is [NH2:2][C:1]1[N:17]([C:11]2[CH:16]=[CH:15][CH:14]=[CH:13][CH:12]=2)[NH:18][C:4](=[O:5])[C:3]=1[CH2:9][CH3:10]. The yield is 0.520. (3) The reactants are [N+:1]([C:4]1[CH:9]=[C:8]([N+:10]([O-])=O)[CH:7]=[CH:6][C:5]=1[C:13]([OH:22])([C:18]([F:21])([F:20])[F:19])[C:14](OC)=[O:15])([O-])=O.Cl. The catalyst is C(OCC)(=O)C.[Pd]. The product is [NH2:10][C:8]1[CH:9]=[C:4]2[C:5]([C:13]([OH:22])([C:18]([F:21])([F:20])[F:19])[C:14](=[O:15])[NH:1]2)=[CH:6][CH:7]=1. The yield is 0.990.